The task is: Predict the reactants needed to synthesize the given product.. This data is from Full USPTO retrosynthesis dataset with 1.9M reactions from patents (1976-2016). (1) The reactants are: [Br:1][C:2]1[CH:3]=[C:4]([NH2:11])[C:5]2[CH:6]=[CH:7][NH:8][C:9]=2[CH:10]=1.[CH3:12][O:13][C:14]1[CH:19]=[CH:18][C:17]([S:20](Cl)(=[O:22])=[O:21])=[CH:16][CH:15]=1. Given the product [Br:1][C:2]1[CH:10]=[C:9]2[C:5]([CH:6]=[CH:7][NH:8]2)=[C:4]([NH:11][S:20]([C:17]2[CH:16]=[CH:15][C:14]([O:13][CH3:12])=[CH:19][CH:18]=2)(=[O:22])=[O:21])[CH:3]=1, predict the reactants needed to synthesize it. (2) The reactants are: [C:1](OC(=O)C)(=[O:3])[CH3:2].[OH:8][C:9]1[CH:26]=[CH:25][C:24]2[C@@H:23]3[C@H:14]([C@H:15]4[C@@:19]([CH2:21][C@H:22]3[OH:27])([CH3:20])[C:18](=[O:28])[CH2:17][CH2:16]4)[CH2:13][CH2:12][C:11]=2[CH:10]=1.N1[CH:34]=[CH:33]C=CC=1.[OH2:35]. Given the product [C:1]([O:8][C:9]1[CH:26]=[CH:25][C:24]2[C@@H:23]3[C@H:14]([C@H:15]4[C@@:19]([CH2:21][C@H:22]3[O:27][C:33](=[O:35])[CH3:34])([CH3:20])[C:18](=[O:28])[CH2:17][CH2:16]4)[CH2:13][CH2:12][C:11]=2[CH:10]=1)(=[O:3])[CH3:2], predict the reactants needed to synthesize it.